From a dataset of TCR-epitope binding with 47,182 pairs between 192 epitopes and 23,139 TCRs. Binary Classification. Given a T-cell receptor sequence (or CDR3 region) and an epitope sequence, predict whether binding occurs between them. (1) The epitope is NLNESLIDL. The TCR CDR3 sequence is CASSLGDRGLGYTF. Result: 0 (the TCR does not bind to the epitope). (2) The epitope is LLMPILTLT. The TCR CDR3 sequence is CASIPGQGVYRETQYF. Result: 0 (the TCR does not bind to the epitope). (3) The epitope is FPPTSFGPL. The TCR CDR3 sequence is CASSHLGGDRYMNEQFF. Result: 0 (the TCR does not bind to the epitope).